This data is from Forward reaction prediction with 1.9M reactions from USPTO patents (1976-2016). The task is: Predict the product of the given reaction. The product is: [C:32]([O:31][C@@H:10]1[C:11]2[C:12](=[N:13][CH:14]=[CH:15][CH:16]=2)[C@H:17]([O:20][Si:21]([CH:25]([CH3:27])[CH3:26])([CH:28]([CH3:30])[CH3:29])[CH:22]([CH3:23])[CH3:24])[CH2:18][CH2:19][C@H:9]1[C:3]1[CH:4]=[CH:5][CH:6]=[C:7]([F:8])[C:2]=1[F:1])(=[O:34])[CH3:33]. Given the reactants [F:1][C:2]1[C:7]([F:8])=[CH:6][CH:5]=[CH:4][C:3]=1[C@@H:9]1[CH2:19][CH2:18][C@@H:17]([O:20][Si:21]([CH:28]([CH3:30])[CH3:29])([CH:25]([CH3:27])[CH3:26])[CH:22]([CH3:24])[CH3:23])[C:12]2=[N:13][CH:14]=[CH:15][CH:16]=[C:11]2[C@H:10]1[OH:31].[C:32](OC(=O)C)(=[O:34])[CH3:33].C(N(CC)CC)C, predict the reaction product.